This data is from Experimentally validated miRNA-target interactions with 360,000+ pairs, plus equal number of negative samples. The task is: Binary Classification. Given a miRNA mature sequence and a target amino acid sequence, predict their likelihood of interaction. The miRNA is hsa-miR-3157-5p with sequence UUCAGCCAGGCUAGUGCAGUCU. The protein sequence of the target gene is MAPRARRRRQLPAPLLALCVLLVPLQVTLQVTPPCTQERHYEHLGRCCSRCEPGKYLSSKCTPTSDSVCLPCGPDEYLDTWNEEDKCLLHKVCDAGKALVAVDPGNHTAPRRCACTAGYHWNSDCECCRRNTECAPGFGAQHPLQLNKDTVCTPCLLGFFSDVFSSTDKCKPWTNCTLLGKLEAHQGTTESDVVCSSSMTLRRPPKEAQAYLPSLIVLLLFISVVVVAAIIFGVYYRKGGKALTANLWNWVNDACSSLSGNKESSGDRCAGSHSATSSQQEVCEGILLMTREEKMVPEDG.... Result: 0 (no interaction).